This data is from Full USPTO retrosynthesis dataset with 1.9M reactions from patents (1976-2016). The task is: Predict the reactants needed to synthesize the given product. Given the product [C:16]([C:18]1[CH:19]=[C:20]([S:25]([NH:28][C:29]2[S:33][N:32]=[CH:31][N:30]=2)(=[O:27])=[O:26])[CH:21]=[CH:22][C:23]=1[S:9][C:4]1[CH:5]=[CH:6][C:7]([F:8])=[C:2]([F:1])[CH:3]=1)#[N:17], predict the reactants needed to synthesize it. The reactants are: [F:1][C:2]1[CH:3]=[C:4]([SH:9])[CH:5]=[CH:6][C:7]=1[F:8].C(=O)([O-])[O-].[K+].[K+].[C:16]([C:18]1[CH:19]=[C:20]([S:25]([N:28](CC2C=CC(OC)=CC=2OC)[C:29]2[S:33][N:32]=[CH:31][N:30]=2)(=[O:27])=[O:26])[CH:21]=[CH:22][C:23]=1F)#[N:17].Cl.